From a dataset of Forward reaction prediction with 1.9M reactions from USPTO patents (1976-2016). Predict the product of the given reaction. (1) Given the reactants [C:1]([O:5][C:6](=[O:35])[NH:7][C@@H:8]([CH2:24][CH2:25][CH2:26][CH2:27][NH:28]C(=O)C(F)(F)F)[C:9]([N:11]([CH2:18][C:19]1[S:20][CH:21]=[CH:22][CH:23]=1)[CH2:12][C:13]1[S:14][CH:15]=[CH:16][CH:17]=1)=[O:10])([CH3:4])([CH3:3])[CH3:2].C(=O)([O-])[O-].[K+].[K+], predict the reaction product. The product is: [C:1]([O:5][C:6](=[O:35])[NH:7][C@@H:8]([CH2:24][CH2:25][CH2:26][CH2:27][NH2:28])[C:9]([N:11]([CH2:12][C:13]1[S:14][CH:15]=[CH:16][CH:17]=1)[CH2:18][C:19]1[S:20][CH:21]=[CH:22][CH:23]=1)=[O:10])([CH3:4])([CH3:2])[CH3:3]. (2) Given the reactants [CH3:1][C:2]1([CH3:34])[CH2:7][CH2:6][C:5]([C:8]2[C:13]([NH:14][C:15]([C:17]3[NH:18][CH:19]=[C:20]([C:22]#[N:23])[N:21]=3)=[O:16])=[CH:12][CH:11]=[C:10]([CH:24]3[CH2:29][C:28]([CH3:31])([CH3:30])[O:27][C:26]([CH3:33])([CH3:32])[CH2:25]3)[N:9]=2)=[CH:4][CH2:3]1.[OH-].[Na+].[Na:37], predict the reaction product. The product is: [Na:37].[CH3:1][C:2]1([CH3:34])[CH2:7][CH2:6][C:5]([C:8]2[C:13]([NH:14][C:15]([C:17]3[NH:18][CH:19]=[C:20]([C:22]#[N:23])[N:21]=3)=[O:16])=[CH:12][CH:11]=[C:10]([CH:24]3[CH2:25][C:26]([CH3:33])([CH3:32])[O:27][C:28]([CH3:31])([CH3:30])[CH2:29]3)[N:9]=2)=[CH:4][CH2:3]1. (3) Given the reactants C[O:2][C:3]([C:5]1[C:13]2[N:12]([C:14]3[CH:19]=[CH:18][CH:17]=[CH:16][CH:15]=3)[C:11]([C@@H:20]([NH:22][C:23]3[N:31]=[CH:30][N:29]=[C:28]4[C:24]=3[N:25]=[CH:26][N:27]4[CH:32]3[CH2:37][CH2:36][CH2:35][CH2:34][O:33]3)[CH3:21])=[N:10][C:9]=2[CH:8]=[CH:7][C:6]=1[F:38])=[O:4].O.[OH-].[Li+], predict the reaction product. The product is: [F:38][C:6]1[CH:7]=[CH:8][C:9]2[N:10]=[C:11]([C@@H:20]([NH:22][C:23]3[N:31]=[CH:30][N:29]=[C:28]4[C:24]=3[N:25]=[CH:26][N:27]4[CH:32]3[CH2:37][CH2:36][CH2:35][CH2:34][O:33]3)[CH3:21])[N:12]([C:14]3[CH:15]=[CH:16][CH:17]=[CH:18][CH:19]=3)[C:13]=2[C:5]=1[C:3]([OH:4])=[O:2]. (4) Given the reactants O([C:9]([O:11][C:12]([CH3:15])([CH3:14])[CH3:13])=[O:10])[C:9]([O:11][C:12]([CH3:15])([CH3:14])[CH3:13])=[O:10].[Br:16][C:17]1[CH:22]=[CH:21][C:20]([CH:23]([C:27]2[CH:32]=[CH:31][C:30]([OH:33])=[CH:29][CH:28]=2)[CH2:24][NH:25][CH3:26])=[CH:19][CH:18]=1, predict the reaction product. The product is: [C:12]([O:11][C:9](=[O:10])[N:25]([CH2:24][CH:23]([C:20]1[CH:19]=[CH:18][C:17]([Br:16])=[CH:22][CH:21]=1)[C:27]1[CH:28]=[CH:29][C:30]([OH:33])=[CH:31][CH:32]=1)[CH3:26])([CH3:13])([CH3:14])[CH3:15]. (5) The product is: [Si:11]([CH2:9][CH2:10][P:1]([O:5][CH2:6][CH3:7])([O:2][CH2:3][CH3:4])=[O:8])([O:18][CH2:19][CH3:20])([O:15][CH2:16][CH3:17])[O:12][CH2:13][CH3:14]. Given the reactants [P:1]([O-:8])([O:5][CH2:6][CH3:7])[O:2][CH2:3][CH3:4].[CH:9]([Si:11]([O:18][CH2:19][CH3:20])([O:15][CH2:16][CH3:17])[O:12][CH2:13][CH3:14])=[CH2:10], predict the reaction product.